Dataset: Catalyst prediction with 721,799 reactions and 888 catalyst types from USPTO. Task: Predict which catalyst facilitates the given reaction. (1) Reactant: [F:1][C:2]([F:16])([F:15])[C:3]1[CH:14]=[CH:13][C:6]2[S:7][C:8]([C:10](Cl)=[O:11])=[CH:9][C:5]=2[CH:4]=1. Product: [F:1][C:2]([F:16])([F:15])[C:3]1[CH:14]=[CH:13][C:6]2[S:7][C:8]([C:10]([O:11][CH2:10][CH2:8][CH2:9][CH3:5])=[O:11])=[CH:9][C:5]=2[CH:4]=1. The catalyst class is: 51. (2) Reactant: [CH3:1][Si:2]([CH3:10])([CH3:9])[C:3]#[C:4][CH2:5][C@H:6]([OH:8])[CH3:7].N1C=CN=C1.[C:16]([Si:20](Cl)([CH3:22])[CH3:21])([CH3:19])([CH3:18])[CH3:17]. Product: [C:16]([Si:20]([CH3:22])([CH3:21])[O:8][C@@H:6]([CH2:5][C:4]#[C:3][Si:2]([CH3:10])([CH3:9])[CH3:1])[CH3:7])([CH3:19])([CH3:18])[CH3:17]. The catalyst class is: 9. (3) Reactant: [C:1]([O:5][C:6]([NH:8][C:9]1[CH:10]=[C:11]([CH:17]=[CH:18][CH:19]=1)[C:12]([O:14][CH2:15][CH3:16])=[O:13])=[O:7])([CH3:4])([CH3:3])[CH3:2].CN(C=O)C.[H-].[Na+].Br[CH2:28][CH2:29][O:30][CH3:31]. Product: [C:1]([O:5][C:6]([N:8]([CH2:28][CH2:29][O:30][CH3:31])[C:9]1[CH:10]=[C:11]([CH:17]=[CH:18][CH:19]=1)[C:12]([O:14][CH2:15][CH3:16])=[O:13])=[O:7])([CH3:2])([CH3:3])[CH3:4]. The catalyst class is: 84.